Dataset: Full USPTO retrosynthesis dataset with 1.9M reactions from patents (1976-2016). Task: Predict the reactants needed to synthesize the given product. (1) Given the product [CH3:38][O:37][C:32]1[CH:33]=[CH:34][CH:35]=[CH:36][C:31]=1[C:29]1[N:28]=[C:20]([C:17]2[CH:18]=[CH:19][C:14]([C:9]3[CH:10]=[CH:11][CH:12]=[CH:13][C:8]=3[CH3:7])=[C:15]([C:23]([F:24])([F:25])[F:26])[CH:16]=2)[O:22][N:30]=1, predict the reactants needed to synthesize it. The reactants are: C(Cl)(=O)C(Cl)=O.[CH3:7][C:8]1[CH:13]=[CH:12][CH:11]=[CH:10][C:9]=1[C:14]1[CH:19]=[CH:18][C:17]([C:20]([OH:22])=O)=[CH:16][C:15]=1[C:23]([F:26])([F:25])[F:24].O[N:28]=[C:29]([C:31]1[CH:36]=[CH:35][CH:34]=[CH:33][C:32]=1[O:37][CH3:38])[NH2:30].CCN(C(C)C)C(C)C. (2) Given the product [C:26]1([CH2:32][CH2:33][NH:34][C:2]2[CH:7]=[CH:6][C:5]([C:8]3[O:9][C:10]4[CH:16]=[CH:15][CH:14]=[CH:13][C:11]=4[N:12]=3)=[CH:4][C:3]=2[NH2:17])[CH:31]=[CH:30][CH:29]=[CH:28][CH:27]=1, predict the reactants needed to synthesize it. The reactants are: F[C:2]1[CH:7]=[CH:6][C:5]([C:8]2[O:9][C:10]3[CH:16]=[CH:15][CH:14]=[CH:13][C:11]=3[N:12]=2)=[CH:4][C:3]=1[N+:17]([O-])=O.C(=O)([O-])[O-].[K+].[K+].[C:26]1([CH2:32][CH2:33][NH2:34])[CH:31]=[CH:30][CH:29]=[CH:28][CH:27]=1.[H][H].